The task is: Predict the reactants needed to synthesize the given product.. This data is from Full USPTO retrosynthesis dataset with 1.9M reactions from patents (1976-2016). (1) Given the product [Br:1][C:2]1[CH:15]=[CH:14][C:5]([C:6]([C:8]2[CH:13]=[CH:12][CH:11]=[CH:10][CH:9]=2)=[CH:24][C:25]2[CH:30]=[CH:29][C:28]([CH:31]=[C:52]([C:8]3[CH:13]=[CH:12][CH:11]=[CH:10][CH:9]=3)[C:51]3[CH:54]=[CH:15][C:2]([Br:1])=[CH:3][CH:53]=3)=[CH:27][C:26]=2[SiH2:40][C:41]([CH3:49])([CH3:50])[CH2:42][CH2:43][CH2:44][CH2:45][CH2:46][CH2:47][CH3:48])=[CH:4][CH:3]=1, predict the reactants needed to synthesize it. The reactants are: [Br:1][C:2]1[CH:15]=[CH:14][C:5]([C:6]([C:8]2[CH:13]=[CH:12][CH:11]=[CH:10][CH:9]=2)=O)=[CH:4][CH:3]=1.C(OP([CH2:24][C:25]1[CH:30]=[CH:29][C:28]([CH2:31]P(OCC)(OCC)=O)=[CH:27][C:26]=1[SiH2:40][C:41]([CH3:50])([CH3:49])[CH2:42][CH2:43][CH2:44][CH2:45][CH2:46][CH2:47][CH3:48])(OCC)=O)C.[C:51](O[K])([CH3:54])([CH3:53])[CH3:52].S(=O)(=O)(O)O. (2) Given the product [Br:1][C:2]1[CH:3]=[N:4][C:5]([N:9]2[CH2:14][CH2:13][CH:12]([CH2:15][OH:16])[CH2:11][CH2:10]2)=[N:6][CH:7]=1, predict the reactants needed to synthesize it. The reactants are: [Br:1][C:2]1[CH:3]=[N:4][C:5](Cl)=[N:6][CH:7]=1.[NH:9]1[CH2:14][CH2:13][CH:12]([CH2:15][OH:16])[CH2:11][CH2:10]1. (3) Given the product [C:20]([CH:7]1[CH2:8][CH:9]2[N:4]([CH2:3][CH2:2][CH2:1]2)[CH2:5][CH2:6]1)#[N:21], predict the reactants needed to synthesize it. The reactants are: [CH2:1]1[CH:9]2[N:4]([CH2:5][CH2:6][C:7](=O)[CH2:8]2)[CH2:3][CH2:2]1.C1(C)C=CC(S([CH2:20][N+:21]#[C-])(=O)=O)=CC=1.CC(C)([O-])C.[K+]. (4) Given the product [CH2:21]([NH:28][C:12](=[O:20])[CH2:13][CH2:14][CH2:15][CH2:16][C:17]#[CH:18])[C:22]1[CH:27]=[CH:26][CH:25]=[CH:24][CH:23]=1, predict the reactants needed to synthesize it. The reactants are: CN(C)CCCN=C=NCC.[C:12]([OH:20])(=O)[CH2:13][CH2:14][CH2:15][CH2:16][C:17]#[CH:18].[CH2:21]([NH2:28])[C:22]1[CH:27]=[CH:26][CH:25]=[CH:24][CH:23]=1.ON1C2C=CC=CC=2N=N1.C(N(CC)CC)C. (5) Given the product [CH2:15]([O:19][CH2:20][CH2:21][O:22][C:23]1[CH:24]=[CH:25][C:26]([C:2]2[CH:3]=[CH:4][C:5]([N:10]3[CH2:14][CH:13]=[CH:12][CH2:11]3)=[C:6]([CH:7]=[O:8])[CH:9]=2)=[CH:27][CH:28]=1)[CH2:16][CH2:17][CH3:18], predict the reactants needed to synthesize it. The reactants are: Br[C:2]1[CH:3]=[CH:4][C:5]([N:10]2[CH2:14][CH:13]=[CH:12][CH2:11]2)=[C:6]([CH:9]=1)[CH:7]=[O:8].[CH2:15]([O:19][CH2:20][CH2:21][O:22][C:23]1[CH:28]=[CH:27][C:26](OB(O)O)=[CH:25][CH:24]=1)[CH2:16][CH2:17][CH3:18].C(=O)([O-])[O-].[K+].[K+]. (6) The reactants are: [F:1][C:2]1[CH:3]=[C:4]([C:8]([C:20]2[CH:25]=[CH:24][CH:23]=[C:22]([F:26])[CH:21]=2)(O)[C:9]2[S:13][C:12]([C:14]([O:16][CH2:17][CH3:18])=[O:15])=[CH:11][CH:10]=2)[CH:5]=[CH:6][CH:7]=1.B(F)(F)F.O(CC)CC.C([SiH](CC)CC)C. Given the product [F:1][C:2]1[CH:3]=[C:4]([CH:8]([C:20]2[CH:25]=[CH:24][CH:23]=[C:22]([F:26])[CH:21]=2)[C:9]2[S:13][C:12]([C:14]([O:16][CH2:17][CH3:18])=[O:15])=[CH:11][CH:10]=2)[CH:5]=[CH:6][CH:7]=1, predict the reactants needed to synthesize it.